The task is: Predict the reaction yield, written as a fraction of the theoretical maximum amount of product (1.0 means a 100% yield; for example, 0.34 means a 34% yield).. This data is from Reaction yield outcomes from USPTO patents with 853,638 reactions. The reactants are [H-].[Na+].[C:3]([C:7]1[C:21]([OH:22])=[CH:20][C:10]2[CH2:11][C:12]3([O:19][C:9]=2[CH:8]=1)[CH2:18][CH2:17][CH2:16][CH2:15][CH2:14][CH2:13]3)([CH3:6])([CH3:5])[CH3:4].[CH2:23](Br)[CH:24]=[CH:25][CH3:26]. The catalyst is CN(C)C=O. The product is [CH2:23]([O:22][C:21]1[C:7]([C:3]([CH3:6])([CH3:4])[CH3:5])=[CH:8][C:9]2[O:19][C:12]3([CH2:18][CH2:17][CH2:16][CH2:15][CH2:14][CH2:13]3)[CH2:11][C:10]=2[CH:20]=1)[CH:24]=[CH:25][CH3:26]. The yield is 0.930.